Dataset: Forward reaction prediction with 1.9M reactions from USPTO patents (1976-2016). Task: Predict the product of the given reaction. Given the reactants [N+:1]([C:4]1[C:5]([C:13]([O:15][CH3:16])=[O:14])=[N:6][NH:7][C:8]=1[C:9]([O:11][CH3:12])=[O:10])([O-:3])=[O:2].[C:17](=O)([O-])[O-].[Cs+].[Cs+].S(OC)(OC)(=O)=O, predict the reaction product. The product is: [CH3:17][N:7]1[C:8]([C:9]([O:11][CH3:12])=[O:10])=[C:4]([N+:1]([O-:3])=[O:2])[C:5]([C:13]([O:15][CH3:16])=[O:14])=[N:6]1.